Dataset: Full USPTO retrosynthesis dataset with 1.9M reactions from patents (1976-2016). Task: Predict the reactants needed to synthesize the given product. Given the product [ClH:1].[Cl:1][C:2]1[C:34]([C:35]([F:36])([F:37])[F:38])=[CH:33][CH:32]=[CH:31][C:3]=1[CH2:4][N:5]([CH2:17][CH:18]([C:19]1[CH:24]=[CH:23][CH:22]=[CH:21][CH:20]=1)[C:25]1[CH:26]=[CH:27][CH:28]=[CH:29][CH:30]=1)[CH2:6][CH2:7][CH2:8][O:9][C:10]1[CH:11]=[C:12]([NH:16][C:45](=[O:47])[CH3:46])[CH:13]=[CH:14][CH:15]=1, predict the reactants needed to synthesize it. The reactants are: [Cl:1][C:2]1[C:34]([C:35]([F:38])([F:37])[F:36])=[CH:33][CH:32]=[CH:31][C:3]=1[CH2:4][N:5]([CH2:17][CH:18]([C:25]1[CH:30]=[CH:29][CH:28]=[CH:27][CH:26]=1)[C:19]1[CH:24]=[CH:23][CH:22]=[CH:21][CH:20]=1)[CH2:6][CH2:7][CH2:8][O:9][C:10]1[CH:11]=[C:12]([NH2:16])[CH:13]=[CH:14][CH:15]=1.N1C=CC=CC=1.[C:45](Cl)(=[O:47])[CH3:46].